From a dataset of Catalyst prediction with 721,799 reactions and 888 catalyst types from USPTO. Predict which catalyst facilitates the given reaction. (1) Reactant: C(OC([N:8]1[CH2:13][CH2:12][CH2:11][C@H:10]2[CH2:14][N:15]([C:17]3[C:26]([O:27][CH3:28])=[C:25]4[C:20]([C:21](=[O:56])[C:22]([C:32]([O:34][CH2:35][CH2:36][CH2:37][CH2:38][CH:39]([P:48]([O:53]CC)([O:50]CC)=[O:49])[P:40]([O:45]CC)([O:42]CC)=[O:41])=[O:33])=[CH:23][N:24]4[CH:29]4[CH2:31][CH2:30]4)=[CH:19][C:18]=3[F:57])[CH2:16][C@@H:9]12)=O)(C)(C)C.Br[Si](C)(C)C. Product: [NH:8]1[CH2:13][CH2:12][CH2:11][C@H:10]2[CH2:14][N:15]([C:17]3[C:26]([O:27][CH3:28])=[C:25]4[C:20]([C:21](=[O:56])[C:22]([C:32]([O:34][CH2:35][CH2:36][CH2:37][CH2:38][CH:39]([P:48]([OH:50])([OH:53])=[O:49])[P:40]([OH:42])([OH:45])=[O:41])=[O:33])=[CH:23][N:24]4[CH:29]4[CH2:31][CH2:30]4)=[CH:19][C:18]=3[F:57])[CH2:16][C@@H:9]12. The catalyst class is: 2. (2) Reactant: I[C:2]1[CH:3]=[C:4]([C:8]2[N:13]=[CH:12][C:11]([C:14]3[CH:15]=[N:16][N:17]([CH2:19][C:20]([N:22]4[CH2:26][CH2:25][CH2:24][CH2:23]4)=[O:21])[CH:18]=3)=[CH:10][N:9]=2)[CH:5]=[CH:6][CH:7]=1.[B:27]1([B:27]2[O:31][C:30]([CH3:33])([CH3:32])[C:29]([CH3:35])([CH3:34])[O:28]2)[O:31][C:30]([CH3:33])([CH3:32])[C:29]([CH3:35])([CH3:34])[O:28]1.C(Cl)Cl.C([O-])(=O)C.[K+]. Product: [N:22]1([C:20](=[O:21])[CH2:19][N:17]2[CH:18]=[C:14]([C:11]3[CH:10]=[N:9][C:8]([C:4]4[CH:5]=[CH:6][CH:7]=[C:2]([B:27]5[O:31][C:30]([CH3:33])([CH3:32])[C:29]([CH3:35])([CH3:34])[O:28]5)[CH:3]=4)=[N:13][CH:12]=3)[CH:15]=[N:16]2)[CH2:26][CH2:25][CH2:24][CH2:23]1. The catalyst class is: 118.